The task is: Predict the reaction yield, written as a fraction of the theoretical maximum amount of product (1.0 means a 100% yield; for example, 0.34 means a 34% yield).. This data is from Reaction yield outcomes from USPTO patents with 853,638 reactions. (1) The reactants are [Cl:1][C:2]1[CH:7]=[C:6]([Cl:8])[CH:5]=[CH:4][C:3]=1[CH2:9][C:10]#[N:11].[CH3:12][CH2:13]OCC.B(F)(F)F.CCOCC.[OH-].[Na+]. The catalyst is CC(O[Ti](OC(C)C)(OC(C)C)OC(C)C)C. The product is [Cl:1][C:2]1[CH:7]=[C:6]([Cl:8])[CH:5]=[CH:4][C:3]=1[CH2:9][C:10]1([NH2:11])[CH2:13][CH2:12]1. The yield is 0.430. (2) The reactants are Cl.[NH:2]1[CH2:7][CH2:6][CH2:5][CH:4]([C:8]2[CH:23]=[CH:22][C:11]([O:12][C:13]3[CH:21]=[CH:20][C:16]([C:17]([NH2:19])=[O:18])=[CH:15][N:14]=3)=[CH:10][CH:9]=2)[CH2:3]1.[F:24][C:25]1[CH:26]=[C:27]([CH:30]=[CH:31][CH:32]=1)[CH:28]=O.[BH4-].[Na+]. No catalyst specified. The product is [F:24][C:25]1[CH:26]=[C:27]([CH:30]=[CH:31][CH:32]=1)[CH2:28][N:2]1[CH2:7][CH2:6][CH2:5][CH:4]([C:8]2[CH:9]=[CH:10][C:11]([O:12][C:13]3[CH:21]=[CH:20][C:16]([C:17]([NH2:19])=[O:18])=[CH:15][N:14]=3)=[CH:22][CH:23]=2)[CH2:3]1. The yield is 0.410.